Task: Predict which catalyst facilitates the given reaction.. Dataset: Catalyst prediction with 721,799 reactions and 888 catalyst types from USPTO (1) Reactant: [CH3:1][O:2][C:3]1[CH:12]=[C:11]2[C:6]([N:7]=[CH:8][C:9](=[O:13])[NH:10]2)=[CH:5][CH:4]=1.[H-].[Na+].CS(O[CH2:21][CH2:22][N:23]1[CH2:28][CH2:27][CH:26]([NH:29][C:30]([O:32][C:33]([CH3:36])([CH3:35])[CH3:34])=[O:31])[CH2:25][CH2:24]1)(=O)=O.COC1C=C2C(C=CC(=O)N2CCN2CCC(NC(=O)OC(C)(C)C)CC2)=CC=1. Product: [CH3:1][O:2][C:3]1[CH:12]=[C:11]2[C:6]([N:7]=[CH:8][C:9](=[O:13])[N:10]2[CH2:21][CH2:22][N:23]2[CH2:28][CH2:27][CH:26]([NH:29][C:30](=[O:31])[O:32][C:33]([CH3:36])([CH3:35])[CH3:34])[CH2:25][CH2:24]2)=[CH:5][CH:4]=1. The catalyst class is: 21. (2) Reactant: [Br:1][C:2]1[N:7]=[C:6]([NH:8][CH2:9][CH2:10][CH2:11][N:12]2[CH2:17][CH2:16][CH2:15][CH2:14][CH2:13]2)[C:5]([N+:18]([O-])=O)=[CH:4][CH:3]=1.[OH-].[Na+]. Product: [Br:1][C:2]1[N:7]=[C:6]([NH:8][CH2:9][CH2:10][CH2:11][N:12]2[CH2:17][CH2:16][CH2:15][CH2:14][CH2:13]2)[C:5]([NH2:18])=[CH:4][CH:3]=1. The catalyst class is: 33. (3) Reactant: [Br:1][C:2]1[CH:10]=[C:9]2[C:5]([CH:6]=[N:7][NH:8]2)=[CH:4][CH:3]=1.[O:11]1[CH:16]=[CH:15][CH2:14][CH2:13][CH2:12]1.C1(C)C=CC(S(O)(=O)=O)=CC=1. The catalyst class is: 7. Product: [Br:1][C:2]1[CH:10]=[C:9]2[C:5]([CH:6]=[N:7][N:8]2[CH:12]2[CH2:13][CH2:14][CH2:15][CH2:16][O:11]2)=[CH:4][CH:3]=1. (4) Reactant: [F:1][C:2]1[CH:25]=[CH:24][CH:23]=[CH:22][C:3]=1[CH2:4][N:5]1[C:9]([C:10]2[CH:14]=[CH:13][O:12][N:11]=2)=[CH:8][C:7]([C:15]2[N:20]=[C:19]([OH:21])[CH:18]=[CH:17][N:16]=2)=[N:6]1.[S:26]([Cl:30])(=O)(=[O:28])[OH:27]. Product: [F:1][C:2]1[CH:25]=[CH:24][CH:23]=[CH:22][C:3]=1[CH2:4][N:5]1[C:9]([C:10]2[CH:14]=[CH:13][O:12][N:11]=2)=[CH:8][C:7]([C:15]2[N:20]=[C:19]([OH:21])[C:18]([S:26]([Cl:30])(=[O:28])=[O:27])=[CH:17][N:16]=2)=[N:6]1. The catalyst class is: 13. (5) Reactant: [CH3:1][O:2][C:3]1[CH:40]=[CH:39][CH:38]=[CH:37][C:4]=1[CH2:5][O:6][CH2:7][CH2:8][CH2:9][O:10][C:11]1[CH:16]=[CH:15][C:14]([CH:17]2[CH2:22][CH2:21][NH:20][CH2:19][CH:18]2[O:23][CH2:24][C:25]2[CH:26]=[CH:27][CH:28]=[C:29]3[C:33]=2[NH:32][C:31](=O)[C:30]3([CH3:36])[CH3:35])=[CH:13][CH:12]=1.COCCO[AlH2-]OCCOC.[Na+].[OH-].[Na+]. Product: [CH3:1][O:2][C:3]1[CH:40]=[CH:39][CH:38]=[CH:37][C:4]=1[CH2:5][O:6][CH2:7][CH2:8][CH2:9][O:10][C:11]1[CH:12]=[CH:13][C:14]([CH:17]2[CH2:22][CH2:21][NH:20][CH2:19][CH:18]2[O:23][CH2:24][C:25]2[CH:26]=[CH:27][CH:28]=[C:29]3[C:33]=2[NH:32][CH2:31][C:30]3([CH3:36])[CH3:35])=[CH:15][CH:16]=1. The catalyst class is: 11. (6) Product: [NH:35]([C:36]([N:3]([CH3:2])[CH2:4][CH2:5][NH:6][S:7]([C:10]1[CH:15]=[C:14]([S:16]([C:19]2[CH:24]=[CH:23][CH:22]=[CH:21][CH:20]=2)(=[O:17])=[O:18])[CH:13]=[CH:12][C:11]=1[C:25]([F:27])([F:28])[F:26])(=[O:8])=[O:9])=[O:37])[C:29]1[CH:34]=[CH:33][CH:32]=[CH:31][CH:30]=1. The catalyst class is: 2. Reactant: Cl.[CH3:2][NH:3][CH2:4][CH2:5][NH:6][S:7]([C:10]1[CH:15]=[C:14]([S:16]([C:19]2[CH:24]=[CH:23][CH:22]=[CH:21][CH:20]=2)(=[O:18])=[O:17])[CH:13]=[CH:12][C:11]=1[C:25]([F:28])([F:27])[F:26])(=[O:9])=[O:8].[C:29]1([N:35]=[C:36]=[O:37])[CH:34]=[CH:33][CH:32]=[CH:31][CH:30]=1.C(N(C(C)C)CC)(C)C.